Dataset: Catalyst prediction with 721,799 reactions and 888 catalyst types from USPTO. Task: Predict which catalyst facilitates the given reaction. (1) Reactant: [F:1][C:2]([F:14])([F:13])[S:3][C:4]1[CH:9]=[CH:8][C:7]([C:10](=[O:12])[CH3:11])=[CH:6][CH:5]=1.[Se](=O)=[O:16].[CH3:18][CH2:19][O:20]CC. Product: [O:12]=[C:10]([C:7]1[CH:6]=[CH:5][C:4]([S:3][C:2]([F:13])([F:1])[F:14])=[CH:9][CH:8]=1)[C:11]([O:20][CH2:19][CH3:18])=[O:16]. The catalyst class is: 529. (2) Reactant: [CH2:1]([S:8][C:9]1[C:10](F)=[C:11]([F:27])[C:12]([NH:19][C:20]2[CH:25]=[CH:24][CH:23]=[CH:22][C:21]=2[F:26])=[C:13]([CH:18]=1)[C:14]([O:16][CH3:17])=[O:15])[C:2]1[CH:7]=[CH:6][CH:5]=[CH:4][CH:3]=1.[N-:29]=[N+:30]=[N-:31].[Na+].O. Product: [N:29]([C:10]1[C:9]([S:8][CH2:1][C:2]2[CH:7]=[CH:6][CH:5]=[CH:4][CH:3]=2)=[CH:18][C:13]([C:14]([O:16][CH3:17])=[O:15])=[C:12]([NH:19][C:20]2[CH:25]=[CH:24][CH:23]=[CH:22][C:21]=2[F:26])[C:11]=1[F:27])=[N+:30]=[N-:31]. The catalyst class is: 3. (3) Reactant: Br[C:2]1[CH:7]=[CH:6][C:5]([C:8]([C:10]2[CH:15]=[CH:14][C:13]([O:16][CH:17]3[CH2:22][CH2:21][CH2:20][CH2:19][O:18]3)=[CH:12][CH:11]=2)=[O:9])=[CH:4][C:3]=1[F:23].[CH2:24]([N:27]1[CH2:31][CH2:30][CH2:29][CH2:28]1)[C:25]#[CH:26]. Product: [F:23][C:3]1[CH:4]=[C:5]([C:8]([C:10]2[CH:15]=[CH:14][C:13]([O:16][CH:17]3[CH2:22][CH2:21][CH2:20][CH2:19][O:18]3)=[CH:12][CH:11]=2)=[O:9])[CH:6]=[CH:7][C:2]=1[C:26]#[C:25][CH2:24][N:27]1[CH2:31][CH2:30][CH2:29][CH2:28]1. The catalyst class is: 66. (4) Reactant: [N:1]1[CH:6]=[CH:5][CH:4]=[CH:3][C:2]=1[C:7]1O[C:10]([CH2:12][N:13]([CH2:26][C:27]([F:30])([F:29])[F:28])[C:14]2[CH:21]=[CH:20][C:17]([C:18]#[N:19])=[C:16]([C:22]([F:25])([F:24])[F:23])[CH:15]=2)=[N:9][N:8]=1.[NH3:31].CO.[Mg+2].[Cl-].[Cl-]. Product: [N:1]1[CH:6]=[CH:5][CH:4]=[CH:3][C:2]=1[C:7]1[N:31]=[C:10]([CH2:12][N:13]([CH2:26][C:27]([F:30])([F:29])[F:28])[C:14]2[CH:21]=[CH:20][C:17]([C:18]#[N:19])=[C:16]([C:22]([F:25])([F:24])[F:23])[CH:15]=2)[NH:9][N:8]=1. The catalyst class is: 14.